Dataset: Forward reaction prediction with 1.9M reactions from USPTO patents (1976-2016). Task: Predict the product of the given reaction. (1) Given the reactants [NH2:1][CH:2]([CH2:10][C:11]1[CH:16]=[CH:15][C:14]([O:17][C:18]([F:21])([F:20])[F:19])=[CH:13][CH:12]=1)[C:3]([O:5][C:6]([CH3:9])([CH3:8])[CH3:7])=[O:4].[CH2:22]([O:26][C:27]1[CH:35]=[CH:34][C:30]([C:31](O)=[O:32])=[CH:29][CH:28]=1)/[CH:23]=[CH:24]/[CH3:25], predict the reaction product. The product is: [CH2:22]([O:26][C:27]1[CH:28]=[CH:29][C:30]([C:31]([NH:1][CH:2]([CH2:10][C:11]2[CH:12]=[CH:13][C:14]([O:17][C:18]([F:19])([F:20])[F:21])=[CH:15][CH:16]=2)[C:3]([O:5][C:6]([CH3:7])([CH3:8])[CH3:9])=[O:4])=[O:32])=[CH:34][CH:35]=1)/[CH:23]=[CH:24]/[CH3:25]. (2) Given the reactants C1(=O)[N:5]([CH2:6][C:7]2[CH:12]=[CH:11][CH:10]=[CH:9][C:8]=2[C:13]2[C:14]([C:19]([OH:21])=[O:20])=[CH:15][CH:16]=[CH:17][CH:18]=2)C(=O)C2=CC=CC=C12.O.NN, predict the reaction product. The product is: [NH2:5][CH2:6][C:7]1[CH:12]=[CH:11][CH:10]=[CH:9][C:8]=1[C:13]1[C:14]([C:19]([OH:21])=[O:20])=[CH:15][CH:16]=[CH:17][CH:18]=1. (3) Given the reactants Br[C:2]1[CH:11]=[C:10]2[C:5]([CH:6]=[CH:7][C:8]([C:12]([NH:14][C:15]3[CH:16]=[N:17][CH:18]=[CH:19][C:20]=3[N:21]3[CH2:26][C@H:25]([CH3:27])[C@@H:24]([O:28][Si:29]([C:32]([CH3:35])([CH3:34])[CH3:33])([CH3:31])[CH3:30])[C@H:23]([NH:36][C:37](=[O:43])[O:38][C:39]([CH3:42])([CH3:41])[CH3:40])[CH2:22]3)=[O:13])=[N:9]2)=[CH:4][CH:3]=1.[O-]P([O-])([O-])=O.[K+].[K+].[K+].[CH3:52][C:53]1(C)C(C)(C)OB(C=C)O1, predict the reaction product. The product is: [Si:29]([O:28][C@@H:24]1[C@@H:25]([CH3:27])[CH2:26][N:21]([C:20]2[CH:19]=[CH:18][N:17]=[CH:16][C:15]=2[NH:14][C:12]([C:8]2[CH:7]=[CH:6][C:5]3[C:10](=[CH:11][C:2]([CH:52]=[CH2:53])=[CH:3][CH:4]=3)[N:9]=2)=[O:13])[CH2:22][C@H:23]1[NH:36][C:37](=[O:43])[O:38][C:39]([CH3:40])([CH3:41])[CH3:42])([C:32]([CH3:35])([CH3:33])[CH3:34])([CH3:30])[CH3:31].